This data is from Full USPTO retrosynthesis dataset with 1.9M reactions from patents (1976-2016). The task is: Predict the reactants needed to synthesize the given product. (1) Given the product [CH:38]([OH:40])=[O:39].[Cl:41][C:42]1[CH:43]=[C:44]([N:48]2[C:52]([C:53]3[CH:58]=[CH:57][CH:56]=[C:55]([O:59][CH2:60][CH2:61][CH2:62][NH:63][CH3:64])[CH:54]=3)=[CH:51][C:50]([C:66]([N:68]3[CH2:72][C:71](=[O:73])[NH:70][CH2:69]3)=[O:67])=[N:49]2)[CH:45]=[CH:46][CH:47]=1, predict the reactants needed to synthesize it. The reactants are: CS(OCCCOC1C=CC=C(C2N(C3C=CC=C(Cl)C=3)N=C(C(N3CC(=O)NC3)=O)C=2)C=1)(=O)=O.CN.[CH:38]([OH:40])=[O:39].[Cl:41][C:42]1[CH:43]=[C:44]([N:48]2[C:52]([C:53]3[CH:58]=[CH:57][CH:56]=[C:55]([O:59][CH2:60][CH2:61][CH2:62][N:63](C)[CH3:64])[CH:54]=3)=[CH:51][C:50]([C:66]([N:68]3[CH2:72][C:71](=[O:73])[NH:70][CH2:69]3)=[O:67])=[N:49]2)[CH:45]=[CH:46][CH:47]=1. (2) Given the product [CH2:17]([O:16][C:15](=[O:19])[NH:14][CH2:13][C@H:7]1[CH2:6][C:5]2[C:8]1=[CH:9][C:10]([O:11][CH3:12])=[C:3]([O:2][CH3:1])[CH:4]=2)[CH3:18], predict the reactants needed to synthesize it. The reactants are: [CH3:1][O:2][C:3]1[CH:4]=[C:5]2[C:8](=[CH:9][C:10]=1[O:11][CH3:12])[CH:7]([CH2:13][NH2:14])[CH2:6]2.[C:15](=O)([O:19]CC)[O:16][CH2:17][CH3:18].